Dataset: Full USPTO retrosynthesis dataset with 1.9M reactions from patents (1976-2016). Task: Predict the reactants needed to synthesize the given product. (1) Given the product [F:17][C:12]1[CH:13]=[CH:14][CH:15]=[CH:16][C:11]=1[CH2:10][C@@H:9]([NH:7][CH3:6])[C:18]([NH:19][CH3:20])=[O:21], predict the reactants needed to synthesize it. The reactants are: C(O[C:6](=O)[N:7]([C@@H:9]([C:18](=[O:21])[NH:19][CH3:20])[CH2:10][C:11]1[CH:16]=[CH:15][CH:14]=[CH:13][C:12]=1[F:17])C)(C)(C)C.FC(F)(F)C(O)=O.C(=O)([O-])O.[Na+].C(=O)([O-])[O-].[Na+].[Na+].C(=O)([O-])O.[Na+]. (2) Given the product [N:1]1([C:6]2[CH:7]=[CH:8][C:9]([CH2:10][CH:11]([C:12]([OH:20])=[O:13])[C:16]([OH:17])=[O:15])=[CH:21][CH:22]=2)[CH:5]=[N:4][CH:3]=[N:2]1, predict the reactants needed to synthesize it. The reactants are: [N:1]1([C:6]2[CH:22]=[CH:21][C:9]([CH2:10][CH:11]3[C:16](=[O:17])[O:15]C(C)(C)[O:13][C:12]3=[O:20])=[CH:8][CH:7]=2)[CH:5]=[N:4][CH:3]=[N:2]1.